From a dataset of Forward reaction prediction with 1.9M reactions from USPTO patents (1976-2016). Predict the product of the given reaction. (1) Given the reactants [Cl:1][C:2]1[CH:7]=[CH:6][C:5]([S:8]([NH:11][C@@H:12]2[CH2:18][C:17]([F:20])([F:19])[CH2:16][CH2:15][NH:14][C:13]2=[O:21])(=[O:10])=[O:9])=[CH:4][CH:3]=1.[F:22][CH:23]([F:33])[O:24][C:25]1[CH:32]=[CH:31][C:28]([CH2:29]Br)=[CH:27][CH:26]=1, predict the reaction product. The product is: [Cl:1][C:2]1[CH:7]=[CH:6][C:5]([S:8]([N:11]([CH2:29][C:28]2[CH:27]=[CH:26][C:25]([O:24][CH:23]([F:22])[F:33])=[CH:32][CH:31]=2)[C@@H:12]2[CH2:18][C:17]([F:19])([F:20])[CH2:16][CH2:15][NH:14][C:13]2=[O:21])(=[O:9])=[O:10])=[CH:4][CH:3]=1. (2) Given the reactants Cl.N1C=CC=CC=1.C[O:9][C:10]1[CH:15]=[CH:14][CH:13]=[CH:12][C:11]=1[C:16]1[N:21]=[C:20]([C:22]2[CH:27]=[CH:26][CH:25]=[C:24]([C:28]3[CH:33]=[CH:32][CH:31]=[CH:30][CH:29]=3)[N:23]=2)[CH:19]=[CH:18][CH:17]=1.[OH-].[Na+], predict the reaction product. The product is: [C:28]1([C:24]2[N:23]=[C:22]([C:20]3[CH:19]=[CH:18][CH:17]=[C:16]([C:11]4[CH:12]=[CH:13][CH:14]=[CH:15][C:10]=4[OH:9])[N:21]=3)[CH:27]=[CH:26][CH:25]=2)[CH:29]=[CH:30][CH:31]=[CH:32][CH:33]=1.